This data is from Forward reaction prediction with 1.9M reactions from USPTO patents (1976-2016). The task is: Predict the product of the given reaction. (1) Given the reactants Cl[CH:2]([CH2:5][C:6]1[CH:16]=[CH:15][C:9]2[N:10]=[C:11]([S:13][CH3:14])[S:12][C:8]=2[CH:7]=1)[CH:3]=O.[NH2:17][C:18]1[CH:19]=[C:20]([CH:23]=[CH:24][N:25]=1)[C:21]#[N:22], predict the reaction product. The product is: [CH3:14][S:13][C:11]1[S:12][C:8]2[CH:7]=[C:6]([CH2:5][C:2]3[N:25]4[CH:24]=[CH:23][C:20]([C:21]#[N:22])=[CH:19][C:18]4=[N:17][CH:3]=3)[CH:16]=[CH:15][C:9]=2[N:10]=1. (2) Given the reactants [CH3:1][N:2]([CH2:4][C:5]1[O:9][C:8]([CH2:10][OH:11])=[CH:7][CH:6]=1)[CH3:3].[Cl:12][C:13]1[C:18]([Cl:19])=[CH:17][CH:16]=[CH:15][C:14]=1[S:20]([NH:23][C:24]1[C:29](Cl)=[N:28][CH:27]=[CH:26][N:25]=1)(=[O:22])=[O:21], predict the reaction product. The product is: [Cl:12][C:13]1[C:18]([Cl:19])=[CH:17][CH:16]=[CH:15][C:14]=1[S:20]([NH:23][C:24]1[C:29]([O:11][CH2:10][C:8]2[O:9][C:5]([CH2:4][N:2]([CH3:1])[CH3:3])=[CH:6][CH:7]=2)=[N:28][CH:27]=[CH:26][N:25]=1)(=[O:21])=[O:22]. (3) Given the reactants [CH3:1][N:2]([C:6]1[CH:11]=[CH:10][C:9]([O:12][C:13]([F:16])([F:15])[F:14])=[CH:8][CH:7]=1)[C:3](Cl)=[O:4].C(N(CC)C(C)C)(C)C.[Cl:26][C:27]1[N:28]([CH2:35][C@:36]([OH:40])([CH3:39])[CH2:37][OH:38])[CH:29]=[C:30]([N+:32]([O-:34])=[O:33])[N:31]=1, predict the reaction product. The product is: [CH3:1][N:2]([C:6]1[CH:7]=[CH:8][C:9]([O:12][C:13]([F:14])([F:15])[F:16])=[CH:10][CH:11]=1)[C:3](=[O:4])[O:38][CH2:37][C@@:36]([OH:40])([CH3:39])[CH2:35][N:28]1[CH:29]=[C:30]([N+:32]([O-:34])=[O:33])[N:31]=[C:27]1[Cl:26]. (4) Given the reactants [S:1]1[CH:5]=[C:4]([CH2:6]O)[C:3]2[CH:8]=[CH:9][CH:10]=[CH:11][C:2]1=2.[BrH:12], predict the reaction product. The product is: [Br:12][CH2:6][C:4]1[C:3]2[CH:8]=[CH:9][CH:10]=[CH:11][C:2]=2[S:1][CH:5]=1. (5) The product is: [F:16][CH2:15][C:12]1([CH2:17][F:18])[O:11][CH2:10][C:9]([CH:19]=[CH2:20])([C:7]([OH:8])=[O:6])[CH2:14][O:13]1. Given the reactants O.[OH-].[Li+].C([O:6][C:7]([C:9]1([CH:19]=[CH2:20])[CH2:14][O:13][C:12]([CH2:17][F:18])([CH2:15][F:16])[O:11][CH2:10]1)=[O:8])C.Cl.[Cl-].[Na+], predict the reaction product. (6) Given the reactants [Cl:1][C:2]1[C:11]2[C:6](=[CH:7][CH:8]=[C:9]([C:12]([OH:32])([C:26]3[CH:27]=[N:28][CH:29]=[CH:30][CH:31]=3)[CH:13]3[CH2:18][CH2:17][N:16](C(OC(C)(C)C)=O)[CH2:15][CH2:14]3)[CH:10]=2)[N:5]=[C:4]([C:33]([F:36])([F:35])[F:34])[C:3]=1[C:37]1[CH:42]=[CH:41][CH:40]=[CH:39][CH:38]=1.C(O)(C(F)(F)F)=O, predict the reaction product. The product is: [Cl:1][C:2]1[C:11]2[C:6](=[CH:7][CH:8]=[C:9]([C:12]([CH:13]3[CH2:18][CH2:17][NH:16][CH2:15][CH2:14]3)([C:26]3[CH:27]=[N:28][CH:29]=[CH:30][CH:31]=3)[OH:32])[CH:10]=2)[N:5]=[C:4]([C:33]([F:35])([F:34])[F:36])[C:3]=1[C:37]1[CH:42]=[CH:41][CH:40]=[CH:39][CH:38]=1.